Dataset: Reaction yield outcomes from USPTO patents with 853,638 reactions. Task: Predict the reaction yield, written as a fraction of the theoretical maximum amount of product (1.0 means a 100% yield; for example, 0.34 means a 34% yield). (1) The reactants are CCN=C=NCCCN(C)C.Cl.[C:13]([O:16][C:17]1[CH:25]=[CH:24][C:23]([Cl:26])=[CH:22][C:18]=1[C:19]([OH:21])=O)(=[O:15])[CH3:14].[NH2:27][C@@H:28]([CH2:46][C:47]1[CH:52]=[CH:51][CH:50]=[CH:49][CH:48]=1)[C:29]([NH:31][C:32]1[CH:37]=[C:36]([C:38]([F:41])([F:40])[F:39])[CH:35]=[C:34]([C:42]([F:45])([F:44])[F:43])[CH:33]=1)=[O:30].ON1C2C=CC=CC=2N=N1.Cl. The catalyst is CN(C)C=O. The product is [C:13]([O:16][C:17]1[CH:25]=[CH:24][C:23]([Cl:26])=[CH:22][C:18]=1[C:19]([NH:27][C@H:28]([C:29](=[O:30])[NH:31][C:32]1[CH:37]=[C:36]([C:38]([F:40])([F:41])[F:39])[CH:35]=[C:34]([C:42]([F:43])([F:44])[F:45])[CH:33]=1)[CH2:46][C:47]1[CH:48]=[CH:49][CH:50]=[CH:51][CH:52]=1)=[O:21])(=[O:15])[CH3:14]. The yield is 0.514. (2) The yield is 0.480. The catalyst is C1COCC1.[I-].C([N+](CCCC)(CCCC)CCCC)CCC.C(OCC)(=O)C. The reactants are O[C@H]1CN([C:7]([O:9][CH2:10][C:11]2[CH:16]=[CH:15][CH:14]=[CH:13][CH:12]=2)=O)[C@H](C(OC)=O)C1.[H-].[Na+].C(Br)[C:24]1[CH:29]=[CH:28][CH:27]=[CH:26][CH:25]=1. The product is [CH2:10]([O:9][CH2:7][C:24]1[CH:29]=[CH:28][CH:27]=[CH:26][CH:25]=1)[C:11]1[CH:12]=[CH:13][CH:14]=[CH:15][CH:16]=1. (3) The reactants are [CH3:1][O:2][C:3]([C:5]1[N:6]=[CH:7][C:8]2[C:13]([CH:14]=1)=[CH:12][CH:11]=[C:10]([N+:15]([O-])=O)[CH:9]=2)=[O:4]. The catalyst is CO. The product is [CH3:1][O:2][C:3]([C:5]1[N:6]=[CH:7][C:8]2[C:13]([CH:14]=1)=[CH:12][CH:11]=[C:10]([NH2:15])[CH:9]=2)=[O:4]. The yield is 1.00. (4) The reactants are [NH2:1][C:2]1[N:6]([C:7]2[CH:12]=[C:11]([N+:13]([O-:15])=[O:14])[CH:10]=[CH:9][C:8]=2[CH2:16][O:17]C2CCCCO2)[N:5]=[C:4]([C:24]2[CH:29]=[CH:28][C:27]([O:30][C:31]3[CH:36]=[CH:35][CH:34]=[CH:33][CH:32]=3)=[CH:26][CH:25]=2)[C:3]=1[C:37]([NH2:39])=[O:38].Cl. The catalyst is CC#N. The product is [NH2:1][C:2]1[N:6]([C:7]2[CH:12]=[C:11]([N+:13]([O-:15])=[O:14])[CH:10]=[CH:9][C:8]=2[CH2:16][OH:17])[N:5]=[C:4]([C:24]2[CH:29]=[CH:28][C:27]([O:30][C:31]3[CH:36]=[CH:35][CH:34]=[CH:33][CH:32]=3)=[CH:26][CH:25]=2)[C:3]=1[C:37]([NH2:39])=[O:38]. The yield is 0.950.